Dataset: Forward reaction prediction with 1.9M reactions from USPTO patents (1976-2016). Task: Predict the product of the given reaction. (1) Given the reactants Cl[CH2:2][CH2:3][O:4][C:5]1[C:13]2[C:8](=[N:9][CH:10]=[N:11][C:12]=2[NH:14][C:15]2[CH:20]=[CH:19][C:18]([O:21][CH2:22][C:23]3[CH:28]=[CH:27][CH:26]=[CH:25][N:24]=3)=[C:17]([Cl:29])[CH:16]=2)[NH:7][N:6]=1.[NH:30]([CH2:34][CH2:35][OH:36])[CH2:31][CH2:32][OH:33], predict the reaction product. The product is: [Cl:29][C:17]1[CH:16]=[C:15]([NH:14][C:12]2[N:11]=[CH:10][N:9]=[C:8]3[NH:7][N:6]=[C:5]([O:4][CH2:3][CH2:2][N:30]([CH2:34][CH2:35][OH:36])[CH2:31][CH2:32][OH:33])[C:13]=23)[CH:20]=[CH:19][C:18]=1[O:21][CH2:22][C:23]1[CH:28]=[CH:27][CH:26]=[CH:25][N:24]=1. (2) Given the reactants [N+:1]([C:4]1[CH:9]=[CH:8][C:7]([C:10]2[N:14]=[CH:13][NH:12][N:11]=2)=[CH:6][CH:5]=1)([O-:3])=[O:2].Br[C:16]1[CH:21]=[CH:20][C:19]([C:22]([F:25])([F:24])[F:23])=[CH:18][CH:17]=1.C(=O)([O-])[O-].[Cs+].[Cs+].OC1C=CC=C2C=1N=CC=C2, predict the reaction product. The product is: [N+:1]([C:4]1[CH:5]=[CH:6][C:7]([C:10]2[N:14]=[CH:13][N:12]([C:16]3[CH:21]=[CH:20][C:19]([C:22]([F:25])([F:24])[F:23])=[CH:18][CH:17]=3)[N:11]=2)=[CH:8][CH:9]=1)([O-:3])=[O:2]. (3) Given the reactants [CH3:1][O:2][CH2:3][N:4]1[C:9]2[CH:10]=[C:11]([CH2:14]O)[CH:12]=[CH:13][C:8]=2[S:7][C:6]2[N:16]=[CH:17][CH:18]=[N:19][C:5]1=2.N1C=CC=CC=1.CS([Cl:30])(=O)=O.C(Cl)Cl.C(=O)([O-])O.[Na+], predict the reaction product. The product is: [Cl:30][CH2:14][C:11]1[CH:12]=[CH:13][C:8]2[S:7][C:6]3[N:16]=[CH:17][CH:18]=[N:19][C:5]=3[N:4]([CH2:3][O:2][CH3:1])[C:9]=2[CH:10]=1. (4) The product is: [CH:1]1([CH2:5][C:6]2([CH3:23])[C:15]3[C:10](=[CH:11][CH:12]=[CH:13][CH:14]=3)[C:9]([OH:16])=[CH:8][C:7]2=[O:22])[CH2:2][CH2:3][CH2:4]1. Given the reactants [CH:1]1([CH2:5][C:6]2([CH3:23])[C:15]3[C:10](=[CH:11][CH:12]=[CH:13][CH:14]=3)[C:9]([OH:16])=[C:8](C(OCC)=O)[C:7]2=[O:22])[CH2:4][CH2:3][CH2:2]1, predict the reaction product. (5) Given the reactants [F:1][C:2]1[CH:3]=[CH:4][C:5]([NH:8][NH2:9])=[N:6][CH:7]=1.[CH2:10]1[C:12]2([CH2:17][CH2:16][CH2:15][CH2:14][N:13]2[C:18](Cl)=[O:19])[CH2:11]1.CCN(C(C)C)C(C)C.O, predict the reaction product. The product is: [F:1][C:2]1[CH:3]=[CH:4][C:5]([NH:8][NH:9][C:18]([N:13]2[CH2:14][CH2:15][CH2:16][CH2:17][C:12]32[CH2:10][CH2:11]3)=[O:19])=[N:6][CH:7]=1. (6) Given the reactants [CH2:1]([C:5]1[N:6]([CH2:19][CH2:20][O:21][CH2:22][CH2:23][NH:24][C:25](=[O:31])[O:26][C:27]([CH3:30])([CH3:29])[CH3:28])[C:7]2[C:16]3[CH:15]=[CH:14][CH:13]=[CH:12][C:11]=3[N+:10]([O-])=[CH:9][C:8]=2[N:18]=1)[CH2:2][CH2:3][CH3:4].[NH4+:32].[OH-].C1(C)C=CC(S(Cl)(=O)=O)=CC=1.C(Cl)Cl, predict the reaction product. The product is: [NH2:32][C:9]1[C:8]2[N:18]=[C:5]([CH2:1][CH2:2][CH2:3][CH3:4])[N:6]([CH2:19][CH2:20][O:21][CH2:22][CH2:23][NH:24][C:25](=[O:31])[O:26][C:27]([CH3:30])([CH3:29])[CH3:28])[C:7]=2[C:16]2[CH:15]=[CH:14][CH:13]=[CH:12][C:11]=2[N:10]=1. (7) Given the reactants [CH2:1]([O:8][C:9]1[CH:14]=[CH:13][C:12]([CH2:15][CH2:16][S:17]([CH:20]([CH2:25][CH2:26][N:27]2[C:32](=[O:33])[C:31]3[CH:34]=[CH:35][CH:36]=[CH:37][C:30]=3[N:29]=[N:28]2)[C:21]([O:23]C)=[O:22])(=[O:19])=[O:18])=[CH:11][CH:10]=1)[C:2]1[CH:7]=[CH:6][CH:5]=[CH:4][CH:3]=1.CO.[OH-].[Li+].S(=O)(O)[O-].[Na+], predict the reaction product. The product is: [CH2:1]([O:8][C:9]1[CH:10]=[CH:11][C:12]([CH2:15][CH2:16][S:17]([CH:20]([CH2:25][CH2:26][N:27]2[C:32](=[O:33])[C:31]3[CH:34]=[CH:35][CH:36]=[CH:37][C:30]=3[N:29]=[N:28]2)[C:21]([OH:23])=[O:22])(=[O:18])=[O:19])=[CH:13][CH:14]=1)[C:2]1[CH:7]=[CH:6][CH:5]=[CH:4][CH:3]=1.